Dataset: Full USPTO retrosynthesis dataset with 1.9M reactions from patents (1976-2016). Task: Predict the reactants needed to synthesize the given product. (1) Given the product [Si:5]([O:12][C@H:13]([CH3:16])[CH2:14][NH:15][C:26]1[CH:27]=[CH:28][C:29]([C@H:35]2[CH2:40][CH2:39][C@H:38]([CH2:2][C:1]([O:4][CH3:17])=[O:3])[CH2:37][CH2:36]2)=[CH:30][CH:31]=1)([C:8]([CH3:11])([CH3:10])[CH3:9])([CH3:7])[CH3:6], predict the reactants needed to synthesize it. The reactants are: [C:1]([O-:4])(=[O:3])[CH3:2].[Si:5]([O:12][C@H:13]([CH3:16])[CH2:14][NH2:15])([C:8]([CH3:11])([CH3:10])[CH3:9])([CH3:7])[CH3:6].[C:17](=O)([O-])[O-].[Cs+].[Cs+].CC([C:26]1[CH:31]=[C:30](C(C)C)[C:29]([C:35]2[CH:40]=[CH:39][CH:38]=[CH:37][C:36]=2P(C2CCCCC2)C2CCCCC2)=[C:28](C(C)C)[CH:27]=1)C. (2) Given the product [OH:1][C:2]1[C:3]([I:19])=[CH:4][C:5]2[CH2:6][C@H:7]3[N:18]([C:30]([O:29][CH2:28][C:25]4[CH:26]=[CH:27][CH:22]=[CH:23][CH:24]=4)=[O:31])[CH2:17][CH2:16][C@@:13]4([C:14]=2[CH:15]=1)[C@H:8]3[CH2:9][CH2:10][CH2:11][CH2:12]4, predict the reactants needed to synthesize it. The reactants are: [OH:1][C:2]1[C:3]([I:19])=[CH:4][C:5]2[CH2:6][C@H:7]3[NH:18][CH2:17][CH2:16][C@@:13]4([C:14]=2[CH:15]=1)[C@H:8]3[CH2:9][CH2:10][CH2:11][CH2:12]4.[OH-].[Na+].[CH:22]1[CH:27]=[CH:26][C:25]([CH2:28][O:29][C:30](Cl)=[O:31])=[CH:24][CH:23]=1. (3) Given the product [CH2:21]([O:20][C:11]1[CH:12]=[C:13]2[C:8](=[CH:9][CH:10]=1)[NH:7][C:6]1[CH2:5][O:4][C:16](=[O:18])[C:15](=[O:19])[C:14]2=1)[C:22]1[CH:23]=[CH:24][CH:25]=[CH:26][CH:27]=1, predict the reactants needed to synthesize it. The reactants are: C([O:4][CH2:5][C:6]1[NH:7][C:8]2[C:13]([C:14]=1[C:15](=[O:19])[C:16]([OH:18])=O)=[CH:12][C:11]([O:20][CH2:21][C:22]1[CH:27]=[CH:26][CH:25]=[CH:24][CH:23]=1)=[CH:10][CH:9]=2)(=O)C.[OH-].[K+].Cl. (4) The reactants are: O=C1C2C(=CC=CC=2)C(=O)[N:3]1[O:12][CH2:13][C:14]1[N:15]=[CH:16][N:17]([C:19]([O:21][C:22]([CH3:25])([CH3:24])[CH3:23])=[O:20])[CH:18]=1.C(Cl)Cl.O.NN. Given the product [NH2:3][O:12][CH2:13][C:14]1[N:15]=[CH:16][N:17]([C:19]([O:21][C:22]([CH3:25])([CH3:24])[CH3:23])=[O:20])[CH:18]=1, predict the reactants needed to synthesize it.